Predict the product of the given reaction. From a dataset of Forward reaction prediction with 1.9M reactions from USPTO patents (1976-2016). (1) Given the reactants [Si:1]([O:8][C@@H:9]1[C@@H:16]2[N:12]([N:13]=[C:14]([C:21]3[CH:28]=[CH:27][C:24]([C:25]#[N:26])=[C:23]([Cl:29])[C:22]=3[CH3:30])[C@H:15]2[O:17][CH2:18][CH2:19]O)[CH2:11][CH2:10]1)([C:4]([CH3:7])([CH3:6])[CH3:5])([CH3:3])[CH3:2].CCN(S(F)(F)[F:37])CC, predict the reaction product. The product is: [Si:1]([O:8][C@@H:9]1[C@@H:16]2[N:12]([N:13]=[C:14]([C:21]3[CH:28]=[CH:27][C:24]([C:25]#[N:26])=[C:23]([Cl:29])[C:22]=3[CH3:30])[C@H:15]2[O:17][CH2:18][CH2:19][F:37])[CH2:11][CH2:10]1)([C:4]([CH3:7])([CH3:6])[CH3:5])([CH3:3])[CH3:2]. (2) Given the reactants [B:10]1([B:10]2[O:14][C:13]([CH3:16])([CH3:15])[C:12]([CH3:18])([CH3:17])[O:11]2)[O:14][C:13]([CH3:16])([CH3:15])[C:12]([CH3:18])([CH3:17])[O:11]1.C([O-])(=O)C.[K+].I[C:25]1[CH:26]=[N:27][N:28]([CH:30]2[CH2:35][CH2:34][N:33]([C:36]([O:38][C:39]([CH3:42])([CH3:41])[CH3:40])=[O:37])[CH2:32][CH2:31]2)[CH:29]=1, predict the reaction product. The product is: [C:39]([O:38][C:36]([N:33]1[CH2:32][CH2:31][CH:30]([N:28]2[CH:29]=[C:25]([B:10]3[O:11][C:12]([CH3:17])([CH3:18])[C:13]([CH3:15])([CH3:16])[O:14]3)[CH:26]=[N:27]2)[CH2:35][CH2:34]1)=[O:37])([CH3:42])([CH3:40])[CH3:41].